This data is from Forward reaction prediction with 1.9M reactions from USPTO patents (1976-2016). The task is: Predict the product of the given reaction. (1) Given the reactants [C:1]([C:4]1[CH:9]=[CH:8][C:7]([C@H:10]2[CH2:15][CH2:14][C@H:13]([CH2:16][C:17]([O:19][CH2:20][CH3:21])=[O:18])[CH2:12][CH2:11]2)=[CH:6][CH:5]=1)(=[O:3])[CH3:2].CO[CH:24](OC)[N:25]([CH3:27])[CH3:26].O, predict the reaction product. The product is: [CH3:24][N:25]([CH3:27])/[CH:26]=[CH:2]/[C:1]([C:4]1[CH:9]=[CH:8][C:7]([C@H:10]2[CH2:15][CH2:14][C@H:13]([CH2:16][C:17]([O:19][CH2:20][CH3:21])=[O:18])[CH2:12][CH2:11]2)=[CH:6][CH:5]=1)=[O:3]. (2) Given the reactants [CH3:1][C:2]([O:5][C:6]([N:8]1[C@H:12]([C:13](O)=[O:14])[CH2:11][C@H:10]([NH:16][C:17]([O:19][CH2:20][CH:21]2[C:33]3[C:28](=[CH:29][CH:30]=[CH:31][CH:32]=3)[C:27]3[C:22]2=[CH:23][CH:24]=[CH:25][CH:26]=3)=[O:18])[CH2:9]1)=[O:7])([CH3:4])[CH3:3].C(Cl)CCl.C1C=NC2N(O)N=NC=2C=1.CN1CCOCC1.[C@H:55]1([NH2:65])[C:64]2[C:59](=[CH:60][CH:61]=[CH:62][CH:63]=2)[CH2:58][CH2:57][CH2:56]1, predict the reaction product. The product is: [CH:23]1[C:22]2[CH:21]([CH2:20][O:19][C:17]([NH:16][C@@H:10]3[CH2:9][N:8]([C:6]([O:5][C:2]([CH3:1])([CH3:4])[CH3:3])=[O:7])[C@H:12]([C:13](=[O:14])[NH:65][C@H:55]4[C:64]5[C:59](=[CH:60][CH:61]=[CH:62][CH:63]=5)[CH2:58][CH2:57][CH2:56]4)[CH2:11]3)=[O:18])[C:33]3[C:28](=[CH:29][CH:30]=[CH:31][CH:32]=3)[C:27]=2[CH:26]=[CH:25][CH:24]=1. (3) The product is: [NH2:2][C:18]1[CH:7]=[CH:6][NH:11][C:12]=1[C:13]([O:15][CH2:16][CH3:17])=[O:14]. Given the reactants O1C=CC=[N:2]1.[C:6](O)(=O)[CH3:7].Cl.[NH2:11][CH:12]([C:18](OCC)=O)[C:13]([O:15][CH2:16][CH3:17])=[O:14].C([O-])(=O)C.[Na+], predict the reaction product. (4) Given the reactants [N+:1]([C:4]1[C:9]([NH:10][CH2:11][C@@H:12]2[CH2:16][CH2:15][NH:14][CH2:13]2)=[CH:8][CH:7]=[CH:6][N:5]=1)([O-:3])=[O:2].C(N(CC)C(C)C)(C)C.[CH:26]1([C:29](Cl)=[O:30])[CH2:28][CH2:27]1, predict the reaction product. The product is: [CH:26]1([C:29]([N:14]2[CH2:15][CH2:16][C@@H:12]([CH2:11][NH:10][C:9]3[C:4]([N+:1]([O-:3])=[O:2])=[N:5][CH:6]=[CH:7][CH:8]=3)[CH2:13]2)=[O:30])[CH2:28][CH2:27]1. (5) Given the reactants [C-:1]#N.[Na+].N([O-])=O.[Na+].[C:8]([O-:11])([O-])=[O:9].[K+].[K+].[C:14](=[O:16])=O.[C:17]([Cu])#[N:18].[C:20]1(C)[CH:25]=[CH:24][CH:23]=[CH:22][CH:21]=1, predict the reaction product. The product is: [C:17]([C:20]1[CH:25]=[CH:24][C:23]([C:8]([O:11][CH3:1])=[O:9])=[C:22]([O:16][CH3:14])[CH:21]=1)#[N:18].